Dataset: Full USPTO retrosynthesis dataset with 1.9M reactions from patents (1976-2016). Task: Predict the reactants needed to synthesize the given product. (1) The reactants are: [C:1]([C:4]1[CH:5]=[CH:6][C:7]([C:13]2[CH:14]=[N:15][CH:16]=[C:17]([CH:22]=2)[C:18]([O:20][CH3:21])=[O:19])=[C:8]2[C:12]=1[NH:11][CH:10]=[CH:9]2)(=[O:3])[NH2:2].BrC1C=NC=C(C=1)C(OC)=O. Given the product [C:1]([C:4]1[CH:5]=[CH:6][C:7]([CH:13]2[CH2:14][NH:15][CH2:16][CH:17]([C:18]([O:20][CH3:21])=[O:19])[CH2:22]2)=[C:8]2[C:12]=1[NH:11][CH:10]=[CH:9]2)(=[O:3])[NH2:2], predict the reactants needed to synthesize it. (2) The reactants are: [Cl:1][C:2]1[N:7]=[C:6]2[O:8][C:9]3[C:14]([C@H:15]([C:16]([CH3:21])([CH3:20])[C:17](O)=[O:18])[C:5]2=[CH:4][CH:3]=1)=[CH:13][CH:12]=[CH:11][CH:10]=3.C(N(CC)CC)C.N1(OC(N(C)C)=[N+](C)C)C2N=CC=CC=2N=N1.F[P-](F)(F)(F)(F)F.[S:53]1[CH:57]=[N:56][N:55]=[C:54]1[NH2:58].Cl. Given the product [Cl:1][C:2]1[N:7]=[C:6]2[O:8][C:9]3[C:14]([C@H:15]([C:16]([CH3:21])([CH3:20])[C:17]([NH:58][C:54]4[S:53][CH:57]=[N:56][N:55]=4)=[O:18])[C:5]2=[CH:4][CH:3]=1)=[CH:13][CH:12]=[CH:11][CH:10]=3, predict the reactants needed to synthesize it. (3) Given the product [CH:26]([OH:35])=[O:27].[NH2:25][C:21]([CH3:24])([CH2:22][F:23])[CH2:20][NH:19][C:17]([C:13]1[N:8]2[CH:9]=[C:10]([CH3:12])[CH:11]=[C:6]([O:5][CH2:4][C:3]3[C:2]([F:1])=[CH:39][CH:38]=[CH:37][C:36]=3[F:40])[C:7]2=[N:15][C:14]=1[CH3:16])=[O:18], predict the reactants needed to synthesize it. The reactants are: [F:1][C:2]1[CH:39]=[CH:38][CH:37]=[C:36]([F:40])[C:3]=1[CH2:4][O:5][C:6]1[C:7]2[N:8]([C:13]([C:17]([NH:19][CH2:20][C:21]([NH:25][C:26](=[O:35])[O:27]CC3C=CC=CC=3)([CH3:24])[CH2:22][F:23])=[O:18])=[C:14]([CH3:16])[N:15]=2)[CH:9]=[C:10]([CH3:12])[CH:11]=1. (4) Given the product [Si:20]([O:9][CH2:8][C@@H:7]([C:4]1[CH:5]=[CH:6][N:1]=[CH:2][CH:3]=1)[OH:10])([C:16]([CH3:19])([CH3:18])[CH3:17])([CH3:22])[CH3:21], predict the reactants needed to synthesize it. The reactants are: [N:1]1[CH:6]=[CH:5][C:4]([C@@H:7]([OH:10])[CH2:8][OH:9])=[CH:3][CH:2]=1.N1C=CN=C1.[C:16]([Si:20](Cl)([CH3:22])[CH3:21])([CH3:19])([CH3:18])[CH3:17].O. (5) The reactants are: [Cl:1][C:2]1[CH:3]=[C:4]([NH:9][C:10]([C:12]2[C:13]([CH2:17][CH2:18][CH2:19]CS([O-])(=O)=O)=[N:14][O:15][N:16]=2)=[O:11])[CH:5]=[CH:6][C:7]=1[F:8].CCN(C(C)C)C(C)C.[NH:34]1[CH2:39][CH2:38][O:37][CH2:36][CH2:35]1. Given the product [Cl:1][C:2]1[CH:3]=[C:4]([NH:9][C:10]([C:12]2[C:13]([CH2:17][CH2:18][CH2:19][N:34]3[CH2:39][CH2:38][O:37][CH2:36][CH2:35]3)=[N:14][O:15][N:16]=2)=[O:11])[CH:5]=[CH:6][C:7]=1[F:8], predict the reactants needed to synthesize it. (6) The reactants are: [Br:1][C:2]1[CH:7]=[C:6]([O:8][CH3:9])[CH:5]=[CH:4][C:3]=1[OH:10].Br[CH2:12][CH:13]([O:17][CH2:18][CH3:19])[O:14][CH2:15][CH3:16].C([O-])([O-])=O.[Cs+].[Cs+]. Given the product [Br:1][C:2]1[CH:7]=[C:6]([O:8][CH3:9])[CH:5]=[CH:4][C:3]=1[O:10][CH2:12][CH:13]([O:17][CH2:18][CH3:19])[O:14][CH2:15][CH3:16], predict the reactants needed to synthesize it. (7) Given the product [C:1]([O:5][C:6]([NH:8][C:9]1[CH:14]=[CH:13][CH:12]=[CH:11][C:10]=1[NH:15][C:16](=[O:32])[C:17]1[CH:18]=[CH:19][C:20]([C:34]2[S:38][C:37]([C:39]3[CH:44]=[CH:43][N:42]=[C:41]([S:45][CH3:46])[N:40]=3)=[CH:36][CH:35]=2)=[CH:21][CH:22]=1)=[O:7])([CH3:4])([CH3:2])[CH3:3], predict the reactants needed to synthesize it. The reactants are: [C:1]([O:5][C:6]([NH:8][C:9]1[CH:14]=[CH:13][CH:12]=[CH:11][C:10]=1[NH:15][C:16](=[O:32])[C:17]1[CH:22]=[CH:21][C:20](B2OC(C)(C)C(C)(C)O2)=[CH:19][CH:18]=1)=[O:7])([CH3:4])([CH3:3])[CH3:2].Br[C:34]1[S:38][C:37]([C:39]2[CH:44]=[CH:43][N:42]=[C:41]([S:45][CH3:46])[N:40]=2)=[CH:36][CH:35]=1. (8) Given the product [C:17]([O:20][C:21](=[O:22])[NH:14][CH2:13][CH2:12][N:10]([C:5]1[CH:4]=[C:3]([Cl:15])[C:2]([NH2:1])=[CH:9][C:6]=1[C:7]#[N:8])[CH3:11])([CH3:19])([CH3:18])[CH3:16], predict the reactants needed to synthesize it. The reactants are: [NH2:1][C:2]1[C:3]([Cl:15])=[CH:4][C:5]([N:10]([CH2:12][CH2:13][NH2:14])[CH3:11])=[C:6]([CH:9]=1)[C:7]#[N:8].[CH3:16][C:17]([O:20][C:21](O[C:21]([O:20][C:17]([CH3:19])([CH3:18])[CH3:16])=[O:22])=[O:22])([CH3:19])[CH3:18].